Task: Predict the product of the given reaction.. Dataset: Forward reaction prediction with 1.9M reactions from USPTO patents (1976-2016) The product is: [C:62]([C:61]1[CH:64]=[CH:65][C:58]([N:41]2[C:42]3=[N:43][CH:44]=[CH:45][C:46]([C:48]4[CH:49]=[N:50][C:51]5[C:56]([CH:57]=4)=[CH:55][CH:54]=[CH:53][CH:52]=5)=[C:47]3[C:39]([CH:36]([CH3:38])[CH3:37])=[N:40]2)=[CH:59][C:60]=1[NH:66][CH:67]1[CH2:68][CH2:69][N:70]([O:26][CH2:9][NH:8][C:6](=[O:7])[O:5][C:1]([CH3:2])([CH3:3])[CH3:4])[CH2:71][CH2:72]1)#[N:63]. Given the reactants [C:1]([O:5][C:6]([NH:8][CH2:9]C(O)=O)=[O:7])([CH3:4])([CH3:3])[CH3:2].Cl.C(N=C=NCCCN(C)C)C.O.[OH:26]N1C2C=CC=CC=2N=N1.[CH:36]([C:39]1[C:47]2[C:42](=[N:43][CH:44]=[CH:45][C:46]=2[C:48]2[CH:49]=[N:50][C:51]3[C:56]([CH:57]=2)=[CH:55][CH:54]=[CH:53][CH:52]=3)[N:41]([C:58]2[CH:65]=[CH:64][C:61]([C:62]#[N:63])=[C:60]([NH:66][CH:67]3[CH2:72][CH2:71][NH:70][CH2:69][CH2:68]3)[CH:59]=2)[N:40]=1)([CH3:38])[CH3:37], predict the reaction product.